From a dataset of Reaction yield outcomes from USPTO patents with 853,638 reactions. Predict the reaction yield, written as a fraction of the theoretical maximum amount of product (1.0 means a 100% yield; for example, 0.34 means a 34% yield). (1) The reactants are [C:1]([O:10]C)(=O)[C:2]1[C:3](=[CH:5][CH:6]=[CH:7][CH:8]=1)[SH:4].[C:12]([C:14]1[CH:19]=[CH:18][CH:17]=[C:16]([S:20][C:21]2[CH:26]=[CH:25][C:24]([CH3:27])=[CH:23][CH:22]=2)[N:15]=1)#[N:13].C(N(CC)CC)C. The catalyst is C1(C)C=CC=CC=1. The product is [CH3:27][C:24]1[CH:23]=[CH:22][C:21]([S:20][C:16]2[N:15]=[C:14]([C:12]3[S:4][C:3]4[CH:5]=[CH:6][CH:7]=[CH:8][C:2]=4[C:1](=[O:10])[N:13]=3)[CH:19]=[CH:18][CH:17]=2)=[CH:26][CH:25]=1. The yield is 0.130. (2) The reactants are [Br:1][C:2]1[CH:3]=[C:4]([CH:7]=[CH:8][C:9]=1[F:10])[CH:5]=O.C(O)(=O)C.[NH:15]1[CH2:20][CH2:19][O:18][CH2:17][CH2:16]1.C(O[BH-](OC(=O)C)OC(=O)C)(=O)C.[Na+]. The catalyst is ClCCCl. The product is [Br:1][C:2]1[CH:3]=[C:4]([CH:7]=[CH:8][C:9]=1[F:10])[CH2:5][N:15]1[CH2:20][CH2:19][O:18][CH2:17][CH2:16]1. The yield is 0.720. (3) The reactants are F[C:2](F)(F)[CH:3]([C:5]1[S:6][C:7]([C:10]2[CH:15]=[C:14]([NH:16][C:17]3[N:22]=[C:21]([C:23]([F:26])([F:25])[F:24])[CH:20]=[CH:19][N:18]=3)[CH:13]=[C:12]([CH3:27])[CH:11]=2)=[CH:8][N:9]=1)[OH:4].C(O)(=O)C(C)(C)C.C(=O)([O-])[O-].[K+].[K+].OC(C(F)(F)F)=O.[OH:50][CH2:51][C@@H:52]1[CH2:57][CH2:56][C@](C2SC=CN=2)(O)[CH2:54][C:53]1(C)[CH3:64]. The catalyst is C1C=CC([P]([Pd]([P](C2C=CC=CC=2)(C2C=CC=CC=2)C2C=CC=CC=2)([P](C2C=CC=CC=2)(C2C=CC=CC=2)C2C=CC=CC=2)[P](C2C=CC=CC=2)(C2C=CC=CC=2)C2C=CC=CC=2)(C2C=CC=CC=2)C2C=CC=CC=2)=CC=1. The product is [OH:50][CH2:51][C@@H:52]1[CH2:57][CH2:56][C@:3]([C:5]2[S:6][C:7]([C:10]3[CH:15]=[C:14]([NH:16][C:17]4[N:22]=[C:21]([C:23]([F:26])([F:25])[F:24])[CH:20]=[CH:19][N:18]=4)[CH:13]=[C:12]([CH3:27])[CH:11]=3)=[CH:8][N:9]=2)([OH:4])[CH2:2][C:53]1([CH3:64])[CH3:54]. The yield is 0.205. (4) The reactants are CC1N=C(N2C(=O)N(CC3C=CC(C(F)(F)F)=CC=3)N=C2)SC=1C(O)=O.[F:27][C:28]1[CH:49]=[CH:48][C:31]([CH2:32][N:33]2[C:37](=[O:38])[N:36]([C:39]3[S:40][C:41]([C:45](O)=[O:46])=[C:42]([CH3:44])[N:43]=3)[CH:35]=[N:34]2)=[CH:30][CH:29]=1.Cl.[CH3:51][C:52]1[S:53][C:54]([CH2:57][NH2:58])=[CH:55][N:56]=1. No catalyst specified. The product is [F:27][C:28]1[CH:29]=[CH:30][C:31]([CH2:32][N:33]2[C:37](=[O:38])[N:36]([C:39]3[S:40][C:41]([C:45]([NH:58][CH2:57][C:54]4[S:53][C:52]([CH3:51])=[N:56][CH:55]=4)=[O:46])=[C:42]([CH3:44])[N:43]=3)[CH:35]=[N:34]2)=[CH:48][CH:49]=1. The yield is 0.680. (5) The reactants are [CH2:1](Br)[C:2]1[CH:7]=[CH:6][CH:5]=[CH:4][CH:3]=1.[F:9][C:10]1[CH:15]=[CH:14][C:13]([C:16]2[CH:21]=[CH:20][N:19]=[CH:18][CH:17]=2)=[CH:12][CH:11]=1.[BH4-].[Na+]. The catalyst is CC(C)=O. The product is [F:9][C:10]1[CH:11]=[CH:12][C:13]([C:16]2[CH2:21][CH2:20][N:19]([CH2:1][C:2]3[CH:7]=[CH:6][CH:5]=[CH:4][CH:3]=3)[CH2:18][CH:17]=2)=[CH:14][CH:15]=1. The yield is 0.780.